This data is from Full USPTO retrosynthesis dataset with 1.9M reactions from patents (1976-2016). The task is: Predict the reactants needed to synthesize the given product. (1) The reactants are: [F:1][C:2]1[CH:9]=[CH:8][C:5]([CH:6]=O)=[CH:4][CH:3]=1.C(Cl)Cl.[C:13]1([CH2:21][NH2:22])[CH:18]=[CH:17][C:16]([CH2:19][NH2:20])=[CH:15][CH:14]=1.[BH4-].[Na+]. Given the product [F:1][C:2]1[CH:9]=[CH:8][C:5]([CH2:6][NH:20][CH2:19][C:16]2[CH:17]=[CH:18][C:13]([CH2:21][NH:22][CH2:6][C:5]3[CH:8]=[CH:9][C:2]([F:1])=[CH:3][CH:4]=3)=[CH:14][CH:15]=2)=[CH:4][CH:3]=1, predict the reactants needed to synthesize it. (2) Given the product [CH:1]1([NH:4][C:5]2[CH:10]=[CH:9][N:8]3[CH:13]=[C:14]([C:16]4[CH:21]=[CH:20][C:19]([OH:22])=[CH:18][CH:17]=4)[N:11]=[C:7]3[CH:6]=2)[CH2:3][CH2:2]1, predict the reactants needed to synthesize it. The reactants are: [CH:1]1([NH:4][C:5]2[CH:10]=[CH:9][N:8]=[C:7]([NH2:11])[CH:6]=2)[CH2:3][CH2:2]1.Br[CH2:13][C:14]([C:16]1[CH:21]=[CH:20][C:19]([OH:22])=[CH:18][CH:17]=1)=O. (3) Given the product [CH3:28][O:29][C:30](=[O:33])[CH2:31][O:32][CH2:2][C:3]1[CH:8]=[CH:7][CH:6]=[C:5]([S:9]([N:12]2[CH2:17][CH2:16][N:15]([C:18]3[CH:23]=[CH:22][C:21]([C:24]([F:27])([F:26])[F:25])=[CH:20][CH:19]=3)[CH2:14][CH2:13]2)(=[O:11])=[O:10])[CH:4]=1, predict the reactants needed to synthesize it. The reactants are: Br[CH2:2][C:3]1[CH:4]=[C:5]([S:9]([N:12]2[CH2:17][CH2:16][N:15]([C:18]3[CH:23]=[CH:22][C:21]([C:24]([F:27])([F:26])[F:25])=[CH:20][CH:19]=3)[CH2:14][CH2:13]2)(=[O:11])=[O:10])[CH:6]=[CH:7][CH:8]=1.[CH3:28][O:29][C:30](=[O:33])[CH2:31][OH:32].[H-].[Na+]. (4) Given the product [CH2:1]([C:3]1[CH:4]=[C:5]([C:9]2[C:14]([F:15])=[CH:13][CH:12]=[CH:11][C:10]=2[C@:16]([C@@H:22]2[O:27][CH2:26][CH2:25][N:24]([C:28]([O:30][C:31]([CH3:33])([CH3:34])[CH3:32])=[O:29])[CH2:23]2)([OH:21])[CH2:17][CH2:18][CH2:57][NH:58][C:62]([O:64][CH3:65])=[O:63])[CH:6]=[CH:7][CH:8]=1)[CH3:2], predict the reactants needed to synthesize it. The reactants are: [CH2:1]([C:3]1[CH:4]=[C:5]([C:9]2[C:14]([F:15])=[CH:13][CH:12]=[CH:11][C:10]=2[C@:16]([C@@H:22]2[O:27][CH2:26][CH2:25][N:24]([C:28]([O:30][C:31]([CH3:34])([CH3:33])[CH3:32])=[O:29])[CH2:23]2)([OH:21])[CH2:17][CH2:18]C=O)[CH:6]=[CH:7][CH:8]=1)[CH3:2].C(C1C=C(C2C(F)=CC=CC=2[C@@]2([C@@H]3OCC[N:58]([C:62]([O:64][C:65](C)(C)C)=[O:63])[CH2:57]3)CCC(O)O2)C=CC=1)C.[BH3-]C#N.[Na+].CCN(CC)CC. (5) Given the product [I:9][C:10]1[CH:15]=[C:14]([CH3:16])[CH:13]=[C:12]([CH3:17])[CH:11]=1.[CH3:18][NH:19][CH:20]=[O:21].[CH3:14][CH2:15][CH2:10][CH2:11][CH2:12][CH2:15][CH2:10][CH2:11][CH2:12][CH2:13][CH2:14][CH3:16], predict the reactants needed to synthesize it. The reactants are: [O-]P([O-])([O-])=O.[K+].[K+].[K+].[I:9][C:10]1[CH:11]=[C:12]([CH3:17])[CH:13]=[C:14]([CH3:16])[CH:15]=1.[CH3:18][NH:19][CH:20]=[O:21]. (6) Given the product [C:27]([C:7]1[CH:24]=[CH:23][C:10]2[CH2:11][N:12]([C:16]([O:18][C:19]([CH3:22])([CH3:21])[CH3:20])=[O:17])[CH2:13][CH2:14][O:15][C:9]=2[CH:8]=1)#[N:28], predict the reactants needed to synthesize it. The reactants are: FC(F)(F)S(O[C:7]1[CH:24]=[CH:23][C:10]2[CH2:11][N:12]([C:16]([O:18][C:19]([CH3:22])([CH3:21])[CH3:20])=[O:17])[CH2:13][CH2:14][O:15][C:9]=2[CH:8]=1)(=O)=O.[CH3:27][N:28](C=O)C. (7) The reactants are: [Br:1][C:2]1[CH:12]=[C:11]([C:13]#[N:14])[CH:10]=[CH:9][C:3]=1[O:4][CH2:5][C:6]([OH:8])=O.[CH:15]([NH:18][NH:19][C:20](=[O:27])[C:21]1[CH:26]=[CH:25][CH:24]=[CH:23][CH:22]=1)([CH3:17])[CH3:16].C(N(C(C)C)CC)(C)C.C1CN([P+](Br)(N2CCCC2)N2CCCC2)CC1.F[P-](F)(F)(F)(F)F. Given the product [Br:1][C:2]1[CH:12]=[C:11]([C:13]#[N:14])[CH:10]=[CH:9][C:3]=1[O:4][CH2:5][C:6]([N:18]([CH:15]([CH3:17])[CH3:16])[NH:19][C:20](=[O:27])[C:21]1[CH:26]=[CH:25][CH:24]=[CH:23][CH:22]=1)=[O:8], predict the reactants needed to synthesize it.